This data is from Reaction yield outcomes from USPTO patents with 853,638 reactions. The task is: Predict the reaction yield, written as a fraction of the theoretical maximum amount of product (1.0 means a 100% yield; for example, 0.34 means a 34% yield). The reactants are C1(S([N:10]2[C:14]3=[N:15][CH:16]=[C:17]([O:19][CH3:20])[CH:18]=[C:13]3[CH:12]=[C:11]2[C:21]([C:29]2[CH:34]=[CH:33][C:32]([S:35]([CH3:38])(=[O:37])=[O:36])=[CH:31][CH:30]=2)(O)[CH2:22][CH:23]2[CH2:27][CH2:26][CH2:25][O:24]2)(=O)=O)C=CC=CC=1.[F-].C([N+](CCCC)(CCCC)CCCC)CCC. The catalyst is O1CCCC1.C(OCC)(=O)C. The product is [CH3:38][S:35]([C:32]1[CH:33]=[CH:34][C:29](/[C:21](/[C:11]2[NH:10][C:14]3=[N:15][CH:16]=[C:17]([O:19][CH3:20])[CH:18]=[C:13]3[CH:12]=2)=[CH:22]\[CH:23]2[CH2:27][CH2:26][CH2:25][O:24]2)=[CH:30][CH:31]=1)(=[O:36])=[O:37]. The yield is 0.641.